From a dataset of Full USPTO retrosynthesis dataset with 1.9M reactions from patents (1976-2016). Predict the reactants needed to synthesize the given product. (1) Given the product [NH:11]1[C:19]2[C:14](=[CH:15][CH:16]=[CH:17][CH:18]=2)[C:13]([CH2:20][N:21]2[CH2:26][CH2:25][CH2:24][C:23]3([CH2:31][CH2:30][NH:29][CH2:28][CH2:27]3)[C:22]2=[O:32])=[CH:12]1, predict the reactants needed to synthesize it. The reactants are: S([N:11]1[C:19]2[C:14](=[CH:15][CH:16]=[CH:17][CH:18]=2)[C:13]([CH2:20][N:21]2[CH2:26][CH2:25][CH2:24][C:23]3([CH2:31][CH2:30][NH:29][CH2:28][CH2:27]3)[C:22]2=[O:32])=[CH:12]1)(C1C=CC(C)=CC=1)(=O)=O.C([O-])([O-])=O.[Cs+].[Cs+].C(=O)([O-])[O-].[K+].[K+]. (2) Given the product [CH2:1]([O:3][C:4](=[O:17])[CH2:5][C:6]1[C:7]2[CH:14]=[CH:13][C:12]([O:15][CH3:16])=[C:11]([S:19]([Cl:18])(=[O:21])=[O:20])[C:8]=2[S:9][CH:10]=1)[CH3:2], predict the reactants needed to synthesize it. The reactants are: [CH2:1]([O:3][C:4](=[O:17])[CH2:5][C:6]1[C:7]2[CH:14]=[CH:13][C:12]([O:15][CH3:16])=[CH:11][C:8]=2[S:9][CH:10]=1)[CH3:2].[Cl:18][S:19](O)(=[O:21])=[O:20]. (3) Given the product [Cl:31][C:26]1[CH:27]=[CH:28][CH:29]=[CH:30][C:25]=1[CH:8]([C:3]1[CH:4]=[CH:5][CH:6]=[CH:7][C:2]=1[Cl:1])[N:9]1[CH:14]2[CH2:15][CH2:16][CH:10]1[CH2:11][C:12]([C:18]1[CH:23]=[CH:22][N:21]=[CH:20][N:19]=1)([OH:17])[CH2:13]2, predict the reactants needed to synthesize it. The reactants are: [Cl:1][C:2]1[CH:7]=[CH:6][CH:5]=[CH:4][C:3]=1[CH:8]([C:25]1[CH:30]=[CH:29][CH:28]=[CH:27][C:26]=1[Cl:31])[N:9]1[CH:14]2[CH2:15][CH2:16][CH:10]1[CH2:11][C:12]([C:18]1[C:23](Br)=[CH:22][N:21]=[CH:20][N:19]=1)([OH:17])[CH2:13]2. (4) Given the product [F:22][CH:23]([F:34])[O:24][C:25]1[CH:33]=[CH:32][C:28]([C:29]([NH:7][NH2:8])=[O:30])=[CH:27][CH:26]=1, predict the reactants needed to synthesize it. The reactants are: C1C=CC2N(O)[N:8]=[N:7]C=2C=1.CCN=C=NCCCN(C)C.[F:22][CH:23]([F:34])[O:24][C:25]1[CH:33]=[CH:32][C:28]([C:29](O)=[O:30])=[CH:27][CH:26]=1.O.NN. (5) Given the product [Cl:1][C:2]1[N:3]=[C:4]([N:22]2[CH2:30][CH2:29][CH2:28][CH:24]([C:25]([NH2:27])=[O:26])[CH2:23]2)[C:5]2[CH:10]=[CH:9][N:8]([S:11]([C:14]3[CH:20]=[CH:19][C:17]([CH3:18])=[CH:16][CH:15]=3)(=[O:13])=[O:12])[C:6]=2[N:7]=1, predict the reactants needed to synthesize it. The reactants are: [Cl:1][C:2]1[N:3]=[C:4](Cl)[C:5]2[CH:10]=[CH:9][N:8]([S:11]([C:14]3[CH:20]=[CH:19][C:17]([CH3:18])=[CH:16][CH:15]=3)(=[O:13])=[O:12])[C:6]=2[N:7]=1.[NH:22]1[CH2:30][CH2:29][CH2:28][CH:24]([C:25]([NH2:27])=[O:26])[CH2:23]1.C(N(CC)CC)C.O.